Predict which catalyst facilitates the given reaction. From a dataset of Catalyst prediction with 721,799 reactions and 888 catalyst types from USPTO. (1) Reactant: [C:1]([Si:5]([CH3:14])([CH3:13])[O:6][CH2:7][C:8]1[CH:12]=[CH:11][S:10][CH:9]=1)([CH3:4])([CH3:3])[CH3:2].[Li]C(CC)C.C1CCCCC1.CN([CH:29]=[O:30])C. Product: [Si:5]([O:6][CH2:7][C:8]1[CH:12]=[C:11]([CH:29]=[O:30])[S:10][CH:9]=1)([C:1]([CH3:4])([CH3:3])[CH3:2])([CH3:14])[CH3:13]. The catalyst class is: 1. (2) Reactant: Cl.[NH2:2][CH2:3][C:4]([NH2:6])=[O:5].C([O-])([O-])=O.[Na+].[Na+].[O:13]=[CH:14][CH2:15][CH2:16][C:17](OCC)=O. The catalyst class is: 6. Product: [CH2:16]1[CH:17]2[NH:6][C:4]([CH2:3][N:2]2[C:14](=[O:13])[CH2:15]1)=[O:5]. (3) The catalyst class is: 461. Product: [C:16]1([CH:12]2[O:13][CH2:14][CH2:15][N:10]([C:8]([C:5]3[CH:6]=[CH:7][C:2]([C:25]4[CH:26]=[CH:27][CH:28]=[CH:29][C:24]=4[C:23]([F:34])([F:33])[F:22])=[CH:3][CH:4]=3)=[O:9])[CH2:11]2)[CH:21]=[CH:20][CH:19]=[CH:18][CH:17]=1. Reactant: Br[C:2]1[CH:7]=[CH:6][C:5]([C:8]([N:10]2[CH2:15][CH2:14][O:13][CH:12]([C:16]3[CH:21]=[CH:20][CH:19]=[CH:18][CH:17]=3)[CH2:11]2)=[O:9])=[CH:4][CH:3]=1.[F:22][C:23]([F:34])([F:33])[C:24]1[CH:29]=[CH:28][CH:27]=[CH:26][C:25]=1B(O)O.C(=O)([O-])[O-].[Na+].[Na+].C1(C)C=CC=CC=1. (4) Reactant: [N+:1]([C:4]1[CH:5]=[C:6]([NH2:14])[C:7]2[CH2:8][CH2:9][CH2:10][CH2:11][C:12]=2[CH:13]=1)([O-:3])=[O:2].Cl[C:16]1[N:21]=[C:20]([NH:22][C:23]2[CH:32]=[CH:31][CH:30]=[CH:29][C:24]=2[C:25]([NH:27][CH3:28])=[O:26])[C:19]([Cl:33])=[CH:18][N:17]=1.CC1C=CC(S(O)(=O)=O)=CC=1. Product: [Cl:33][C:19]1[C:20]([NH:22][C:23]2[CH:32]=[CH:31][CH:30]=[CH:29][C:24]=2[C:25]([NH:27][CH3:28])=[O:26])=[N:21][C:16]([NH:14][C:6]2[C:7]3[CH2:8][CH2:9][CH2:10][CH2:11][C:12]=3[CH:13]=[C:4]([N+:1]([O-:3])=[O:2])[CH:5]=2)=[N:17][CH:18]=1. The catalyst class is: 41. (5) Reactant: [CH3:1][O:2][C:3]([C:5]1[O:6][C:7]2[CH:13]=[CH:12][C:11]([OH:14])=[CH:10][C:8]=2[CH:9]=1)=[O:4].C1(P(C2C=CC=CC=2)C2C=CC=CC=2)C=CC=CC=1.O[CH2:35][CH2:36][N:37]1[CH2:41][CH2:40][CH2:39][CH2:38]1.N(C(OC(C)C)=O)=NC(OC(C)C)=O. Product: [CH3:1][O:2][C:3]([C:5]1[O:6][C:7]2[CH:13]=[CH:12][C:11]([O:14][CH2:35][CH2:36][N:37]3[CH2:41][CH2:40][CH2:39][CH2:38]3)=[CH:10][C:8]=2[CH:9]=1)=[O:4]. The catalyst class is: 7. (6) Reactant: [CH3:1][O:2][CH2:3][CH2:4][O:5][C:6]1[CH:7]=[C:8]([CH2:12]O)[CH:9]=[CH:10][CH:11]=1.P(Br)(Br)[Br:15]. Product: [Br:15][CH2:12][C:8]1[CH:9]=[CH:10][CH:11]=[C:6]([O:5][CH2:4][CH2:3][O:2][CH3:1])[CH:7]=1. The catalyst class is: 2. (7) Reactant: [Br:1][C:2]1[CH:7]=[CH:6][C:5]([C:8]2[C:12]3[CH:13]=[CH:14][C:15]([OH:17])=[CH:16][C:11]=3[S:10][N:9]=2)=[CH:4][CH:3]=1.[F:18][C:19]([F:34])([F:33])[C:20]([C:26]1[CH:31]=[CH:30][C:29]([OH:32])=[CH:28][CH:27]=1)([OH:25])[C:21]([F:24])([F:23])[F:22].C([O-])([O-])=O.[Cs+].[Cs+].[I-].[K+].[CH3:43][C:44]([CH3:46])=O. Product: [Br:1][C:2]1[CH:3]=[CH:4][C:5]([C:8]2[C:12]3[CH:13]=[CH:14][C:15]([O:17][CH2:43][CH2:44][CH2:46][O:32][C:29]4[CH:30]=[CH:31][C:26]([C:20]([OH:25])([C:21]([F:23])([F:22])[F:24])[C:19]([F:33])([F:34])[F:18])=[CH:27][CH:28]=4)=[CH:16][C:11]=3[S:10][N:9]=2)=[CH:6][CH:7]=1. The catalyst class is: 4.